From a dataset of Catalyst prediction with 721,799 reactions and 888 catalyst types from USPTO. Predict which catalyst facilitates the given reaction. Reactant: [C:1]([C:4]1[CH:9]=[CH:8][C:7](B(O)O)=[CH:6][CH:5]=1)([OH:3])=[O:2].Br[C:14]1[CH:15]=[CH:16][C:17]([O:20][CH3:21])=[N:18][CH:19]=1.C(=O)([O-])[O-].[Na+].[Na+]. Product: [CH3:21][O:20][C:17]1[N:18]=[CH:19][C:14]([C:7]2[CH:8]=[CH:9][C:4]([C:1]([OH:3])=[O:2])=[CH:5][CH:6]=2)=[CH:15][CH:16]=1. The catalyst class is: 10.